Regression. Given a peptide amino acid sequence and an MHC pseudo amino acid sequence, predict their binding affinity value. This is MHC class I binding data. From a dataset of Peptide-MHC class I binding affinity with 185,985 pairs from IEDB/IMGT. The peptide sequence is SQILLMRTTW. The MHC is HLA-B44:02 with pseudo-sequence HLA-B44:02. The binding affinity (normalized) is 0.456.